This data is from Forward reaction prediction with 1.9M reactions from USPTO patents (1976-2016). The task is: Predict the product of the given reaction. (1) Given the reactants [CH2:1]1[C:10]2[C:5](=[CH:6][CH:7]=[CH:8][CH:9]=2)[CH2:4][CH2:3][N:2]1[CH2:11][CH:12]([OH:21])[CH2:13][N:14]1[CH2:19][CH2:18][NH:17][CH2:16][C:15]1=[O:20].Br[C:23]1[CH:24]=[CH:25][CH:26]=[C:27]2[C:32]=1[N:31]=[CH:30][CH:29]=[CH:28]2.C(O[Na])(C)(C)C, predict the reaction product. The product is: [CH2:1]1[C:10]2[C:5](=[CH:6][CH:7]=[CH:8][CH:9]=2)[CH2:4][CH2:3][N:2]1[CH2:11][CH:12]([OH:21])[CH2:13][N:14]1[CH2:19][CH2:18][N:17]([C:23]2[CH:24]=[CH:25][CH:26]=[C:27]3[C:32]=2[N:31]=[CH:30][CH:29]=[CH:28]3)[CH2:16][C:15]1=[O:20]. (2) Given the reactants [C:1]([O:5][C:6]([N:8]1[CH2:13][CH2:12][C@@H:11]([CH2:14][N:15]=[N+:16]=[N-:17])[C@H:10](O)[CH2:9]1)=[O:7])([CH3:4])([CH3:3])[CH3:2].COCCN(S(F)(F)[F:29])CCOC.C(=O)(O)[O-].[Na+], predict the reaction product. The product is: [C:1]([O:5][C:6]([N:8]1[CH2:13][CH2:12][C@H:11]([CH2:14][N:15]=[N+:16]=[N-:17])[C@H:10]([F:29])[CH2:9]1)=[O:7])([CH3:4])([CH3:3])[CH3:2]. (3) Given the reactants C(O)(C(F)(F)F)=O.[CH3:8][O:9][CH2:10][CH2:11][S:12][CH2:13][C:14]1[CH:15]=[C:16]([NH:24]C(=O)OC(C)(C)C)[CH:17]=[C:18]([C:20]([F:23])([F:22])[F:21])[CH:19]=1, predict the reaction product. The product is: [CH3:8][O:9][CH2:10][CH2:11][S:12][CH2:13][C:14]1[CH:15]=[C:16]([CH:17]=[C:18]([C:20]([F:23])([F:21])[F:22])[CH:19]=1)[NH2:24]. (4) Given the reactants Br[C:2]1[N:11]=[CH:10][CH:9]=[CH:8][C:3]=1[C:4]([O:6][CH3:7])=[O:5].[Cl:12][C:13]1[CH:18]=[CH:17][C:16](B(O)O)=[CH:15][CH:14]=1.C(=O)([O-])[O-].[K+].[K+], predict the reaction product. The product is: [Cl:12][C:13]1[CH:18]=[CH:17][C:16]([C:2]2[N:11]=[CH:10][CH:9]=[CH:8][C:3]=2[C:4]([O:6][CH3:7])=[O:5])=[CH:15][CH:14]=1. (5) Given the reactants Cl.[CH3:2][O:3][C:4]1[CH:5]=[C:6]([CH2:14][CH2:15][NH2:16])[CH:7]=[CH:8][C:9]=1[O:10][CH2:11][C:12]#[CH:13].C(N(CC)C(C)C)(C)C.[C:26](O)(=[O:35])[C@H:27]([C:29]1[CH:34]=[CH:33][CH:32]=[CH:31][CH:30]=1)[OH:28].F[P-](F)(F)(F)(F)F.N1(O[P+](N(C)C)(N(C)C)N(C)C)C2C=CC=CC=2N=N1, predict the reaction product. The product is: [OH:28][C@@H:27]([C:29]1[CH:34]=[CH:33][CH:32]=[CH:31][CH:30]=1)[C:26]([NH:16][CH2:15][CH2:14][C:6]1[CH:7]=[CH:8][C:9]([O:10][CH2:11][C:12]#[CH:13])=[C:4]([O:3][CH3:2])[CH:5]=1)=[O:35]. (6) Given the reactants [CH3:1][O:2][C:3]1[C:8]([N+:9]([O-])=O)=[CH:7][CH:6]=[CH:5][C:4]=1[CH2:12][CH2:13][CH2:14][C:15]([O:17][CH2:18][CH3:19])=[O:16], predict the reaction product. The product is: [NH2:9][C:8]1[C:3]([O:2][CH3:1])=[C:4]([CH2:12][CH2:13][CH2:14][C:15]([O:17][CH2:18][CH3:19])=[O:16])[CH:5]=[CH:6][CH:7]=1. (7) Given the reactants [F:1][C:2]([F:24])([F:23])[C:3]1[CH:4]=[C:5]([C@H:13]2[O:17][C@@H:16]([CH2:18][CH2:19][C:20]([O-:22])=[O:21])[CH2:15][CH2:14]2)[CH:6]=[C:7]([C:9]([F:12])([F:11])[F:10])[CH:8]=1.[NH2:25][C:26]([CH2:31][OH:32])([CH2:29][OH:30])[CH2:27][OH:28], predict the reaction product. The product is: [NH2:25][C:26]([CH2:31][OH:32])([CH2:29][OH:30])[CH2:27][OH:28].[F:11][C:9]([F:10])([F:12])[C:7]1[CH:6]=[C:5]([C@H:13]2[O:17][C@@H:16]([CH2:18][CH2:19][C:20]([OH:22])=[O:21])[CH2:15][CH2:14]2)[CH:4]=[C:3]([C:2]([F:24])([F:1])[F:23])[CH:8]=1.